From a dataset of Forward reaction prediction with 1.9M reactions from USPTO patents (1976-2016). Predict the product of the given reaction. Given the reactants [NH2:1][C:2]1[CH:3]=[C:4]([NH:9][C:10](=[O:16])[O:11][C:12]([CH3:15])([CH3:14])[CH3:13])[CH:5]=[C:6]([CH3:8])[CH:7]=1.[CH2:17]([N:24]([CH2:35][C:36]1[CH:41]=[CH:40][CH:39]=[CH:38][CH:37]=1)[C:25]1[C:30]([N+:31]([O-:33])=[O:32])=[C:29](Cl)[N:28]=[CH:27][N:26]=1)[C:18]1[CH:23]=[CH:22][CH:21]=[CH:20][CH:19]=1, predict the reaction product. The product is: [CH2:35]([N:24]([CH2:17][C:18]1[CH:23]=[CH:22][CH:21]=[CH:20][CH:19]=1)[C:25]1[N:26]=[CH:27][N:28]=[C:29]([NH:1][C:2]2[CH:3]=[C:4]([NH:9][C:10](=[O:16])[O:11][C:12]([CH3:13])([CH3:15])[CH3:14])[CH:5]=[C:6]([CH3:8])[CH:7]=2)[C:30]=1[N+:31]([O-:33])=[O:32])[C:36]1[CH:37]=[CH:38][CH:39]=[CH:40][CH:41]=1.